Dataset: Catalyst prediction with 721,799 reactions and 888 catalyst types from USPTO. Task: Predict which catalyst facilitates the given reaction. (1) Reactant: [H-].[Al+3].[Li+].[H-].[H-].[H-].[O:7]1[C:11]2([CH2:16][CH2:15][C:14]([C:22](OCC)=[O:23])([C:17](OCC)=[O:18])[CH2:13][CH2:12]2)[O:10][CH2:9][CH2:8]1. Product: [O:7]1[C:11]2([CH2:12][CH2:13][C:14]([CH2:17][OH:18])([CH2:22][OH:23])[CH2:15][CH2:16]2)[O:10][CH2:9][CH2:8]1. The catalyst class is: 1. (2) Reactant: C([NH:4][C:5]1[C:14]2[C:9](=[N:10][C:11]([C:22]3[CH:27]=[CH:26][C:25]([Cl:28])=[CH:24][C:23]=3[Cl:29])=[C:12]([C:15]3[CH:20]=[CH:19][C:18]([Cl:21])=[CH:17][CH:16]=3)[CH:13]=2)[N:8]([CH3:30])[C:7](=[O:31])[C:6]=1[C:32]([O:34]C)=O)(=O)C.[NH3:36]. Product: [NH2:4][C:5]1[C:14]2[C:9](=[N:10][C:11]([C:22]3[CH:27]=[CH:26][C:25]([Cl:28])=[CH:24][C:23]=3[Cl:29])=[C:12]([C:15]3[CH:16]=[CH:17][C:18]([Cl:21])=[CH:19][CH:20]=3)[CH:13]=2)[N:8]([CH3:30])[C:7](=[O:31])[C:6]=1[C:32]([NH2:36])=[O:34]. The catalyst class is: 36.